From a dataset of Experimentally validated miRNA-target interactions with 360,000+ pairs, plus equal number of negative samples. Binary Classification. Given a miRNA mature sequence and a target amino acid sequence, predict their likelihood of interaction. (1) The miRNA is hsa-miR-4315 with sequence CCGCUUUCUGAGCUGGAC. The protein sequence of the target gene is MPTSVLWAVDLFGRVYTLSTAGQYWELCKDVQLEFKRVSAATQCCWGIAGDNQVYLYVCSSDVPIRHREEAYENQRWNPMGGFCEKLLPSDRWPWSDVSGLQHRPLDGVALPSPHWEWESDWYVDENFGGEPTEKGGWTYAMDFPATYTRDKKWNSCVRRRKWIRYRRYKSRDSWAKIPSKDDPKELPDPFNDLSVGGWEITEEPVGRLSVWAVSLQGKVWYREDVSHPNPEGSSWSLVETPGEVVQISCGPHDLIWATLWEGQALVREGVCRNNPKGSYWSMVEPPGSENGIMHVSAGV.... Result: 0 (no interaction). (2) The miRNA is mmu-miR-6920-5p with sequence ACACAAUGGAAAGACUGCUUGU. The protein sequence of the target gene is MFLSILVALCLWLHLALGVRGAPCEAVRIPMCRHMPWNITRMPNHLHHSTQENAILAIEQYEELVDVNCSAVLRFFLCAMYAPICTLEFLHDPIKPCKSVCQRARDDCEPLMKMYNHSWPESLACDELPVYDRGVCISPEAIVTDLPEDVKWIDITPDMMVQERPLDVDCKRLSPDRCKCKKVKPTLATYLSKNYSYVIHAKIKAVQRSGCNEVTTVVDVKEIFKSSSPIPRTQVPLITNSSCQCPHILPHQDVLIMCYEWRSRMMLLENCLVEKWRDQLSKRSIQWEERLQEQRRTVQD.... Result: 0 (no interaction). (3) The miRNA is mmu-miR-3572-3p with sequence UACACUUGUCCUUCUUUCCCCAG. The protein sequence of the target gene is MVWKWMPLLLLLVCVATMCSAQDRTDLLNVCMDAKHHKTKPGPEDKLHDQCSPWKKNACCTASTSQELHKDTSRLYNFNWDHCGKMEPACKRHFIQDTCLYECSPNLGPWIQQVNQSWRKERFLDVPLCKEDCQRWWEDCHTSHTCKSNWHRGWDWTSGVNKCPAGALCRTFESYFPTPAALCEGLWSHSYKVSNYSRGSGRCIQMWFDSAQGNPNEEVARFYAAAMHVNAGEMLHGTGGLLLSLALMLQLWLLG. Result: 0 (no interaction). (4) The miRNA is hsa-miR-19b-3p with sequence UGUGCAAAUCCAUGCAAAACUGA. The protein sequence of the target gene is MASMAAAIAASRSAVMSGNRPLDDRERKRFTYFSSLSPMARKIMQDKEKIREKYGPEWARLPPAQQDEIIDRCLVGPRAPAPRDPGDSEELTRFPGLRGPTGQKVVRFGDEDLTWQDEHSAPFSWETKSQMEFSISALSIQEPSNGTAASEPRPLSKASQGSQALKSSQGSRSSSLDALGPTRKEEEASFWKINAERSRGEGPEAEFQSLTPSQIKSMEKGEKVLPPCYRQEPAPKDREAKVERPSTLRQEQRPLPNVSTERERPQPVQAFSSALHEAAPSQLEGKLPSPDVRQDDGEDT.... Result: 0 (no interaction). (5) The miRNA is hsa-miR-3977 with sequence GUGCUUCAUCGUAAUUAACCUUA. The protein sequence of the target gene is MAAAAGRSLLLLLSSRGGGGGGAGGCGALTAGCFPGLGVSRHRQQQHHRTVHQRIASWQNLGAVYCSTVVPSDDVTVVYQNGLPVISVRLPSRRERCQFTLKPISDSVGVFLRQLQEEDRGIDRVAIYSPDGVRVAASTGIDLLLLDDFKLVINDLTYHVRPPKRDLLSHENAATLNDVKTLVQQLYTTLCIEQHQLNKERELIERLEDLKEQLAPLEKVRIEISRKAEKRTTLVLWGGLAYMATQFGILARLTWWEYSWDIMEPVTYFITYGSAMAMYAYFVMTRQEYVYPEARDRQYL.... Result: 1 (interaction).